Dataset: Reaction yield outcomes from USPTO patents with 853,638 reactions. Task: Predict the reaction yield, written as a fraction of the theoretical maximum amount of product (1.0 means a 100% yield; for example, 0.34 means a 34% yield). (1) The reactants are [NH2:1][C:2]1[C:7]([F:8])=[CH:6][C:5]([OH:9])=[C:4]([F:10])[CH:3]=1.C(=O)(O)[O-].[Na+].[CH2:16]([O:23][C:24](=O)[O-:25])[C:17]1[CH:22]=[CH:21][CH:20]=[CH:19][CH:18]=1. The catalyst is C(#N)C. The product is [CH2:16]([O:23][C:24](=[O:25])[NH:1][C:2]1[CH:3]=[C:4]([F:10])[C:5]([OH:9])=[CH:6][C:7]=1[F:8])[C:17]1[CH:22]=[CH:21][CH:20]=[CH:19][CH:18]=1. The yield is 0.950. (2) The reactants are C([O:8][CH2:9][C@@H:10]([CH3:28])[O:11][C:12]1[CH:13]=[C:14]([N:18]2[C:22]([NH2:23])=[CH:21][C:20]([C:24]([CH3:27])([CH3:26])[CH3:25])=[N:19]2)[CH:15]=[CH:16][CH:17]=1)C1C=CC=CC=1.O.C([O-])=O.[NH4+]. The catalyst is C(O)C.[Pd]. The product is [NH2:23][C:22]1[N:18]([C:14]2[CH:13]=[C:12]([CH:17]=[CH:16][CH:15]=2)[O:11][C@H:10]([CH3:28])[CH2:9][OH:8])[N:19]=[C:20]([C:24]([CH3:25])([CH3:27])[CH3:26])[CH:21]=1. The yield is 0.790. (3) The reactants are [NH2:1][C:2]1[CH:7]=[CH:6][C:5]([C:8]2[CH:13]=[CH:12][CH:11]=[C:10]([NH:14][C:15]([C:17]3[NH:18][C:19]4[C:24]([CH:25]=3)=[CH:23][CH:22]=[C:21]([NH:26][S:27]([CH3:30])(=[O:29])=[O:28])[CH:20]=4)=[O:16])[CH:9]=2)=[C:4]([C:31]([F:34])([F:33])[F:32])[CH:3]=1.[C:35](O)(C(F)(F)F)=O.[BH4-].[Na+]. The catalyst is C(OC(OCC)OCC)C. The product is [CH3:35][NH:1][C:2]1[CH:7]=[CH:6][C:5]([C:8]2[CH:13]=[CH:12][CH:11]=[C:10]([NH:14][C:15]([C:17]3[NH:18][C:19]4[C:24]([CH:25]=3)=[CH:23][CH:22]=[C:21]([NH:26][S:27]([CH3:30])(=[O:29])=[O:28])[CH:20]=4)=[O:16])[CH:9]=2)=[C:4]([C:31]([F:33])([F:34])[F:32])[CH:3]=1. The yield is 0.200. (4) The reactants are [NH2:1][C@H:2]([C@H:7]([CH2:9][C:10](=[O:12])[OH:11])[OH:8])[CH2:3][CH:4]([CH3:6])[CH3:5].C(N(CC)CC)C.[CH3:20][C:21]([O:24][C:25](O[C:25]([O:24][C:21]([CH3:23])([CH3:22])[CH3:20])=[O:26])=[O:26])([CH3:23])[CH3:22]. The catalyst is ClCCl. The product is [C:25]([NH:1][C@H:2]([C@H:7]([CH2:9][C:10](=[O:11])[OH:12])[OH:8])[CH2:3][CH:4]([CH3:6])[CH3:5])([O:24][C:21]([CH3:23])([CH3:22])[CH3:20])=[O:26]. The yield is 0.860. (5) The reactants are [CH2:1]([C@H:8]1[CH2:12][O:11][C:10](=[O:13])[N:9]1[C:14](=[O:25])[CH2:15][C:16]([CH3:24])([C:18]1[CH:23]=[CH:22][CH:21]=[CH:20][CH:19]=1)[CH3:17])[C:2]1[CH:7]=[CH:6][CH:5]=[CH:4][CH:3]=1.[K].CC(C1C=C(C(C)C)C(S([N:42]=[N+:43]=[N-:44])(=O)=O)=C(C(C)C)C=1)C. The catalyst is O1CCCC1.C1(C)C=CC=CC=1. The product is [N:42]([C@@H:15]([C:16]([CH3:17])([C:18]1[CH:23]=[CH:22][CH:21]=[CH:20][CH:19]=1)[CH3:24])[C:14]([N:9]1[C@@H:8]([CH2:1][C:2]2[CH:3]=[CH:4][CH:5]=[CH:6][CH:7]=2)[CH2:12][O:11][C:10]1=[O:13])=[O:25])=[N+:43]=[N-:44]. The yield is 0.790. (6) The product is [S:13]([N:10]1[CH:11]=[CH:12][C:8]([N:4]2[CH:5]=[CH:6][CH:7]=[C:3]2[C:2]([C:37]2[CH:42]=[CH:41][C:40]([C:43]([F:44])([F:45])[F:46])=[CH:39][C:38]=2[O:47][CH3:48])=[O:1])=[C:9]1[C:23]([C:25]1[CH:30]=[CH:29][C:28]([C:31]([F:34])([F:32])[F:33])=[CH:27][C:26]=1[O:35][CH3:36])=[O:24])([C:16]1[CH:17]=[CH:18][C:19]([CH3:20])=[CH:21][CH:22]=1)(=[O:14])=[O:15]. The reactants are [OH:1][CH:2]([C:37]1[CH:42]=[CH:41][C:40]([C:43]([F:46])([F:45])[F:44])=[CH:39][C:38]=1[O:47][CH3:48])[C:3]1[N:4]([C:8]2[CH:12]=[CH:11][N:10]([S:13]([C:16]3[CH:22]=[CH:21][C:19]([CH3:20])=[CH:18][CH:17]=3)(=[O:15])=[O:14])[C:9]=2[C:23]([C:25]2[CH:30]=[CH:29][C:28]([C:31]([F:34])([F:33])[F:32])=[CH:27][C:26]=2[O:35][CH3:36])=[O:24])[CH:5]=[CH:6][CH:7]=1. The yield is 0.840. The catalyst is CS(C)=O. (7) The reactants are [CH3:1][C:2]([C:8]1[CH:9]=[CH:10][CH:11]=[C:12]2[C:17]=1[N:16]=[C:15]([CH3:18])[CH:14]=[CH:13]2)([CH3:7])[C:3](OC)=[O:4].[H-].[H-].[H-].[H-].[Li+].[Al+3].O.O.O.O.O.O.O.O.O.O.S([O-])([O-])(=O)=O.[Na+].[Na+]. The product is [CH3:7][C:2]([C:8]1[CH:9]=[CH:10][CH:11]=[C:12]2[C:17]=1[N:16]=[C:15]([CH3:18])[CH:14]=[CH:13]2)([CH3:1])[CH2:3][OH:4]. The catalyst is C1COCC1. The yield is 0.850.